This data is from Peptide-MHC class II binding affinity with 134,281 pairs from IEDB. The task is: Regression. Given a peptide amino acid sequence and an MHC pseudo amino acid sequence, predict their binding affinity value. This is MHC class II binding data. (1) The peptide sequence is FDPYGATISATPKSA. The MHC is HLA-DQA10101-DQB10501 with pseudo-sequence HLA-DQA10101-DQB10501. The binding affinity (normalized) is 0.610. (2) The peptide sequence is LLMRRMRRPTGKVTL. The MHC is DRB5_0101 with pseudo-sequence DRB5_0101. The binding affinity (normalized) is 0.898. (3) The peptide sequence is GELQIHDKIDAAFKI. The MHC is DRB5_0101 with pseudo-sequence DRB5_0101. The binding affinity (normalized) is 0.676. (4) The peptide sequence is GMFVDEKPGNRNPYE. The MHC is DRB1_0101 with pseudo-sequence DRB1_0101. The binding affinity (normalized) is 0.555. (5) The peptide sequence is AVWGKNSCAKNYNCK. The MHC is DRB1_0301 with pseudo-sequence DRB1_0301. The binding affinity (normalized) is 0. (6) The peptide sequence is PTIDVKMMNMEAANL. The MHC is DRB1_1501 with pseudo-sequence DRB1_1501. The binding affinity (normalized) is 0.681.